From a dataset of NCI-60 drug combinations with 297,098 pairs across 59 cell lines. Regression. Given two drug SMILES strings and cell line genomic features, predict the synergy score measuring deviation from expected non-interaction effect. (1) Drug 1: C(=O)(N)NO. Drug 2: C1=NNC2=C1C(=O)NC=N2. Cell line: IGROV1. Synergy scores: CSS=0.406, Synergy_ZIP=-0.175, Synergy_Bliss=-0.103, Synergy_Loewe=-0.191, Synergy_HSA=-0.144. (2) Drug 1: CC1OCC2C(O1)C(C(C(O2)OC3C4COC(=O)C4C(C5=CC6=C(C=C35)OCO6)C7=CC(=C(C(=C7)OC)O)OC)O)O. Drug 2: C1=CN(C=N1)CC(O)(P(=O)(O)O)P(=O)(O)O. Cell line: HT29. Synergy scores: CSS=-3.37, Synergy_ZIP=-7.24, Synergy_Bliss=-18.8, Synergy_Loewe=-30.0, Synergy_HSA=-19.8. (3) Drug 1: CC1CCC2CC(C(=CC=CC=CC(CC(C(=O)C(C(C(=CC(C(=O)CC(OC(=O)C3CCCCN3C(=O)C(=O)C1(O2)O)C(C)CC4CCC(C(C4)OC)OCCO)C)C)O)OC)C)C)C)OC. Drug 2: C1CCC(C(C1)N)N.C(=O)(C(=O)[O-])[O-].[Pt+4]. Cell line: SF-268. Synergy scores: CSS=16.4, Synergy_ZIP=-4.82, Synergy_Bliss=0.788, Synergy_Loewe=2.94, Synergy_HSA=3.24. (4) Drug 1: CC1OCC2C(O1)C(C(C(O2)OC3C4COC(=O)C4C(C5=CC6=C(C=C35)OCO6)C7=CC(=C(C(=C7)OC)O)OC)O)O. Drug 2: CC1=C(N=C(N=C1N)C(CC(=O)N)NCC(C(=O)N)N)C(=O)NC(C(C2=CN=CN2)OC3C(C(C(C(O3)CO)O)O)OC4C(C(C(C(O4)CO)O)OC(=O)N)O)C(=O)NC(C)C(C(C)C(=O)NC(C(C)O)C(=O)NCCC5=NC(=CS5)C6=NC(=CS6)C(=O)NCCC[S+](C)C)O. Cell line: SR. Synergy scores: CSS=91.0, Synergy_ZIP=-0.406, Synergy_Bliss=-0.583, Synergy_Loewe=0.528, Synergy_HSA=1.82. (5) Drug 1: C1=CC=C(C(=C1)C(C2=CC=C(C=C2)Cl)C(Cl)Cl)Cl. Drug 2: C1=CN(C=N1)CC(O)(P(=O)(O)O)P(=O)(O)O. Cell line: NCI-H522. Synergy scores: CSS=3.07, Synergy_ZIP=-1.03, Synergy_Bliss=-0.547, Synergy_Loewe=-2.26, Synergy_HSA=-1.84. (6) Drug 1: CC1OCC2C(O1)C(C(C(O2)OC3C4COC(=O)C4C(C5=CC6=C(C=C35)OCO6)C7=CC(=C(C(=C7)OC)O)OC)O)O. Drug 2: N.N.Cl[Pt+2]Cl. Cell line: NCI-H226. Synergy scores: CSS=19.8, Synergy_ZIP=5.25, Synergy_Bliss=5.24, Synergy_Loewe=-3.68, Synergy_HSA=3.68.